This data is from Forward reaction prediction with 1.9M reactions from USPTO patents (1976-2016). The task is: Predict the product of the given reaction. (1) Given the reactants [F:1][C:2]1[CH:37]=[C:36]([F:38])[CH:35]=[CH:34][C:3]=1[CH2:4][N:5]([CH2:27][CH2:28][CH2:29][CH2:30][CH2:31][CH2:32][CH3:33])[C:6](=[O:26])[CH2:7][C:8]1[CH:13]=[CH:12][C:11]([S:14][CH2:15][C:16]2[CH:25]=[CH:24][CH:23]=[CH:22][C:17]=2[C:18]([O:20]C)=[O:19])=[CH:10][CH:9]=1.[OH-].[Li+], predict the reaction product. The product is: [F:1][C:2]1[CH:37]=[C:36]([F:38])[CH:35]=[CH:34][C:3]=1[CH2:4][N:5]([CH2:27][CH2:28][CH2:29][CH2:30][CH2:31][CH2:32][CH3:33])[C:6](=[O:26])[CH2:7][C:8]1[CH:9]=[CH:10][C:11]([S:14][CH2:15][C:16]2[CH:25]=[CH:24][CH:23]=[CH:22][C:17]=2[C:18]([OH:20])=[O:19])=[CH:12][CH:13]=1. (2) Given the reactants [OH-].[K+].C[O:4][C:5](=[O:16])[CH:6]([C:8]1[CH:13]=[CH:12][C:11]([F:14])=[C:10]([F:15])[CH:9]=1)[F:7], predict the reaction product. The product is: [F:15][C:10]1[CH:9]=[C:8]([CH:6]([F:7])[C:5]([OH:16])=[O:4])[CH:13]=[CH:12][C:11]=1[F:14]. (3) Given the reactants [CH3:1][O:2][C:3](=[O:12])[C:4]1[CH:9]=[CH:8][C:7](Br)=[CH:6][C:5]=1[CH3:11].C(=O)(O)[O-].[Na+].O.[NH2:19][C:20]1[CH:21]=[C:22](B(O)O)[CH:23]=[CH:24][CH:25]=1, predict the reaction product. The product is: [CH3:1][O:2][C:3]([C:4]1[CH:9]=[CH:8][C:7]([C:24]2[CH:23]=[CH:22][CH:21]=[C:20]([NH2:19])[CH:25]=2)=[CH:6][C:5]=1[CH3:11])=[O:12]. (4) The product is: [Br:8][C:7]1[CH:6]=[C:5]([N+:10]([O-:12])=[O:11])[C:4]([CH3:9])=[CH:3][C:2]=1[Br:1]. Given the reactants [Br:1][C:2]1[CH:3]=[C:4]([CH3:9])[CH:5]=[CH:6][C:7]=1[Br:8].[N+:10]([O-])([OH:12])=[O:11], predict the reaction product.